This data is from Catalyst prediction with 721,799 reactions and 888 catalyst types from USPTO. The task is: Predict which catalyst facilitates the given reaction. (1) Reactant: [NH2:1][C:2]1[C:7]([F:8])=[C:6]([CH:9]([F:11])[CH3:10])[N:5]=[C:4]([C:12]([O:14]C)=[O:13])[C:3]=1[Cl:16].[OH-].[Na+].Cl. Product: [NH2:1][C:2]1[C:7]([F:8])=[C:6]([CH:9]([F:11])[CH3:10])[N:5]=[C:4]([C:12]([OH:14])=[O:13])[C:3]=1[Cl:16]. The catalyst class is: 5. (2) Reactant: [H-].[Na+].[CH2:3]([O:6][C:7]([CH:9]([CH2:16][CH2:17][CH2:18][CH2:19][C:20]([O:22][CH2:23][CH3:24])=[O:21])[C:10]([O:12][CH2:13][CH:14]=[CH2:15])=[O:11])=[O:8])[CH:4]=[CH2:5].Br[CH2:26][C:27]1[CH:34]=[CH:33][C:30]([C:31]#[N:32])=[CH:29][CH:28]=1.O. Product: [CH2:3]([O:6][C:7]([C:9]([CH2:26][C:27]1[CH:34]=[CH:33][C:30]([C:31]#[N:32])=[CH:29][CH:28]=1)([CH2:16][CH2:17][CH2:18][CH2:19][C:20]([O:22][CH2:23][CH3:24])=[O:21])[C:10]([O:12][CH2:13][CH:14]=[CH2:15])=[O:11])=[O:8])[CH:4]=[CH2:5]. The catalyst class is: 9.